This data is from M1 muscarinic receptor agonist screen with 61,833 compounds. The task is: Binary Classification. Given a drug SMILES string, predict its activity (active/inactive) in a high-throughput screening assay against a specified biological target. (1) The drug is S(c1n(CCCC(=O)NCc2occc2)c(=O)c2c(n1)cccc2)CC(=O)Nc1n[nH]c(c1)C. The result is 0 (inactive). (2) The compound is Clc1c(onc1C)C(=O)N1CCN(CC1)c1ccc(F)cc1. The result is 0 (inactive).